The task is: Predict which catalyst facilitates the given reaction.. This data is from Catalyst prediction with 721,799 reactions and 888 catalyst types from USPTO. (1) Reactant: [O:1]([C:13]1[CH:18]=[CH:17][CH:16]=[CH:15][C:14]=1[CH2:19][C:20]1[CH:25]=[CH:24][C:23]([C:26]([O:28]C)=[O:27])=[CH:22][CH:21]=1)[C@@H:2]1[O:10][C@H:9]([CH2:11][OH:12])[C@@H:7]([OH:8])[C@H:5]([OH:6])[C@H:3]1[OH:4].[OH-].[Na+]. Product: [O:1]([C:13]1[CH:18]=[CH:17][CH:16]=[CH:15][C:14]=1[CH2:19][C:20]1[CH:25]=[CH:24][C:23]([C:26]([OH:28])=[O:27])=[CH:22][CH:21]=1)[C@@H:2]1[O:10][C@H:9]([CH2:11][OH:12])[C@@H:7]([OH:8])[C@H:5]([OH:6])[C@H:3]1[OH:4]. The catalyst class is: 5. (2) Reactant: Br[C:2]1[CH:3]=[C:4]([N:8]2[CH:12]=[CH:11][N:10]=[N:9]2)[CH:5]=[CH:6][CH:7]=1.[Si:13]([O:20][CH:21]1[CH2:26][CH2:25][NH:24][CH2:23][CH2:22]1)([C:16]([CH3:19])([CH3:18])[CH3:17])([CH3:15])[CH3:14].C1(P(C2CCCCC2)C2C=CC=CC=2C2C=CC=CC=2N(C)C)CCCCC1.CC(C)([O-])C.[Na+]. Product: [Si:13]([O:20][CH:21]1[CH2:22][CH2:23][N:24]([C:2]2[CH:7]=[CH:6][CH:5]=[C:4]([N:8]3[CH:12]=[CH:11][N:10]=[N:9]3)[CH:3]=2)[CH2:25][CH2:26]1)([C:16]([CH3:19])([CH3:18])[CH3:17])([CH3:15])[CH3:14]. The catalyst class is: 584. (3) Reactant: Cl[C:2]1[N:3]=[C:4]([S:13][CH3:14])[N:5]=[N:6][C:7]=1[C:8]([O:10]CC)=O.[NH2:15][C:16]1[CH:25]=[CH:24][C:19]([C:20]([O:22][CH3:23])=[O:21])=[CH:18][CH:17]=1.C([N:29](C(C)C)CC)(C)C.N. Product: [C:8]([C:7]1[N:6]=[N:5][C:4]([S:13][CH3:14])=[N:3][C:2]=1[NH:15][C:16]1[CH:17]=[CH:18][C:19]([C:20]([O:22][CH3:23])=[O:21])=[CH:24][CH:25]=1)(=[O:10])[NH2:29]. The catalyst class is: 10. (4) Reactant: [CH3:1][O:2][CH2:3][CH2:4][NH:5][CH2:6][C:7]1[CH:23]=[CH:22][C:10]([O:11][C:12]([CH3:21])([CH3:20])[C:13]([O:15][C:16]([CH3:19])([CH3:18])[CH3:17])=[O:14])=[CH:9][CH:8]=1.Br[CH2:25][C:26]([NH:28][C:29]1[CH:34]=[CH:33][C:32]([CH:35]2[CH2:40][CH2:39][CH2:38][CH2:37][CH2:36]2)=[CH:31][C:30]=1[CH3:41])=[O:27].C(=O)(O)[O-].[Na+].O. Product: [CH:35]1([C:32]2[CH:33]=[CH:34][C:29]([NH:28][C:26](=[O:27])[CH2:25][N:5]([CH2:6][C:7]3[CH:23]=[CH:22][C:10]([O:11][C:12]([CH3:21])([CH3:20])[C:13]([O:15][C:16]([CH3:18])([CH3:17])[CH3:19])=[O:14])=[CH:9][CH:8]=3)[CH2:4][CH2:3][O:2][CH3:1])=[C:30]([CH3:41])[CH:31]=2)[CH2:36][CH2:37][CH2:38][CH2:39][CH2:40]1. The catalyst class is: 9. (5) Product: [CH:22]1([CH2:21][CH2:20][NH:19][C:9]2[S:10][C@H:11]3[O:12][C@H:13]([CH2:14][OH:15])[C@@H:5]([OH:4])[C@H:6]([OH:25])[C@H:7]3[N:8]=2)[CH2:24][CH2:23]1. The catalyst class is: 5. Reactant: C([O:4][C@@H:5]1[C@@H:13]([CH2:14][O:15]C(=O)C)[O:12][C@H:11]2[C@H:7]([N:8]=[C:9]([NH:19][CH2:20][CH2:21][CH:22]3[CH2:24][CH2:23]3)[S:10]2)[C@H:6]1[O:25]C(=O)C)(=O)C.N. (6) Reactant: [Cl:1][C:2]1[CH:3]=[C:4]([CH:8]=[C:9]([CH3:12])[C:10]=1[OH:11])[C:5]([OH:7])=O.CN([P+](ON1N=NC2C=CC=CC1=2)(N(C)C)N(C)C)C.F[P-](F)(F)(F)(F)F.C(N(C(C)C)CC)(C)C.[CH3:49][C:50]([Si:53]([CH3:64])([CH3:63])[O:54][C:55]1[CH:56]=[C:57]([CH2:61][NH2:62])[CH:58]=[CH:59][CH:60]=1)([CH3:52])[CH3:51]. Product: [Cl:1][C:2]1[CH:3]=[C:4]([C:5]([NH:62][CH2:61][C:57]2[CH:58]=[CH:59][CH:60]=[C:55]([O:54][Si:53]([C:50]([CH3:52])([CH3:51])[CH3:49])([CH3:63])[CH3:64])[CH:56]=2)=[O:7])[CH:8]=[C:9]([CH3:12])[C:10]=1[OH:11]. The catalyst class is: 4. (7) Reactant: [Br:1]Br.[CH2:3]([C@@H:5]1[CH2:10][CH2:9][C@H:8]([O:11][C:12]2[CH:21]=[C:20]3[C:15]([CH:16]=[C:17]([CH3:22])[N:18]=[CH:19]3)=[CH:14][CH:13]=2)[CH2:7][CH2:6]1)[CH3:4]. Product: [Br:1][C:21]1[C:12]([O:11][C@H:8]2[CH2:7][CH2:6][C@@H:5]([CH2:3][CH3:4])[CH2:10][CH2:9]2)=[CH:13][CH:14]=[C:15]2[C:20]=1[CH:19]=[N:18][C:17]([CH3:22])=[CH:16]2. The catalyst class is: 313. (8) Reactant: [BH-](OC(C)=O)(OC(C)=O)OC(C)=O.[Na+].[NH:15]1[CH2:19][CH2:18][CH2:17][CH2:16]1.[CH2:20]([O:22][C:23]1[CH:24]=[C:25]([CH:28]=[CH:29][C:30]=1[OH:31])[CH:26]=O)[CH3:21].[OH-].[Na+]. Product: [CH2:20]([O:22][C:23]1[CH:24]=[C:25]([CH2:26][N:15]2[CH2:19][CH2:18][CH2:17][CH2:16]2)[CH:28]=[CH:29][C:30]=1[OH:31])[CH3:21]. The catalyst class is: 34. (9) Reactant: [Br:1][CH2:2][CH2:3][CH2:4][O:5][C:6]1[CH:11]=[CH:10][CH:9]=[CH:8][CH:7]=1.[Cl:12][S:13](O)(=[O:15])=[O:14]. Product: [Br:1][CH2:2][CH2:3][CH2:4][O:5][C:6]1[CH:11]=[CH:10][C:9]([S:13]([Cl:12])(=[O:15])=[O:14])=[CH:8][CH:7]=1. The catalyst class is: 22.